Task: Predict the reactants needed to synthesize the given product.. Dataset: Full USPTO retrosynthesis dataset with 1.9M reactions from patents (1976-2016) Given the product [NH2:1][C:2]1[C:7]([N+:8]([O-:10])=[O:9])=[CH:6][C:5]([CH2:11][C@@H:12]([OH:16])[C:13]([OH:15])=[O:14])=[CH:4][C:3]=1[CH3:17], predict the reactants needed to synthesize it. The reactants are: [NH2:1][C:2]1[C:7]([N+:8]([O-:10])=[O:9])=[CH:6][C:5]([CH2:11][C:12](=[O:16])[C:13]([OH:15])=[O:14])=[CH:4][C:3]=1[CH3:17].C(N(CC)CC)C.[OH-].[Na+].C(OCC)C.